This data is from Forward reaction prediction with 1.9M reactions from USPTO patents (1976-2016). The task is: Predict the product of the given reaction. Given the reactants [CH2:1]([N:3]([CH2:11][CH3:12])[C:4]1[S:8][C:7]([CH:9]=O)=[CH:6][CH:5]=1)[CH3:2].[CH2:13]1[N:18]2[CH2:19][CH2:20]N([CH2:16][CH2:17]2)[CH2:14]1.[NH2:21][C:22]1[S:23][C:24]([NH2:37])=[C:25]([C:32]([O:34][CH2:35][CH3:36])=[O:33])[C:26]=1[C:27]([O:29][CH2:30][CH3:31])=[O:28], predict the reaction product. The product is: [CH2:30]([O:29][C:27]([C:26]1[C:25]([C:32]([O:34][CH2:35][CH3:36])=[O:33])=[C:24]([N:37]=[CH:9][C:7]2[S:8][C:4]([N:3]([CH2:11][CH3:12])[CH2:1][CH3:2])=[CH:5][CH:6]=2)[S:23][C:22]=1[N:21]=[CH:9][C:7]1[S:8][C:19]([N:18]([CH2:13][CH3:14])[CH2:17][CH3:16])=[CH:20][CH:6]=1)=[O:28])[CH3:31].